From a dataset of Forward reaction prediction with 1.9M reactions from USPTO patents (1976-2016). Predict the product of the given reaction. (1) Given the reactants [C:1]([C:4]1[CH:5]=[C:6](B(O)O)[CH:7]=[CH:8][CH:9]=1)(=[O:3])[NH2:2].[F-].[K+].[CH2:15]([N:22]1[CH:27]2[CH2:28][CH2:29][CH:23]1[CH:24]=[C:25](OS(C(F)(F)F)(=O)=O)[CH2:26]2)[C:16]1[CH:21]=[CH:20][CH:19]=[CH:18][CH:17]=1, predict the reaction product. The product is: [CH2:15]([N:22]1[CH:27]2[CH2:28][CH2:29][CH:23]1[CH:24]=[C:25]([C:6]1[CH:5]=[C:4]([CH:9]=[CH:8][CH:7]=1)[C:1]([NH2:2])=[O:3])[CH2:26]2)[C:16]1[CH:21]=[CH:20][CH:19]=[CH:18][CH:17]=1. (2) Given the reactants O.[Cl:2][C:3]1[CH:8]=[CH:7][CH:6]=[CH:5][C:4]=1[CH:9]([N:13]1[CH2:18][CH2:17][C:16]2[S:19][CH:20]=[CH:21][C:15]=2[CH2:14]1)[C:10]([OH:12])=[O:11].[NH2:22][C@H:23]([CH2:35][OH:36])[C@@H:24]([C:26]1[CH:31]=[CH:30][C:29]([N+]([O-])=O)=[CH:28][CH:27]=1)[OH:25], predict the reaction product. The product is: [NH2:22][C@H:23]([CH2:35][OH:36])[C@@H:24]([C:26]1[CH:27]=[CH:28][CH:29]=[CH:30][CH:31]=1)[OH:25].[Cl:2][C:3]1[CH:8]=[CH:7][CH:6]=[CH:5][C:4]=1[C@H:9]([N:13]1[CH2:18][CH2:17][C:16]2[S:19][CH:20]=[CH:21][C:15]=2[CH2:14]1)[C:10]([OH:12])=[O:11]. (3) Given the reactants [Cl:1][C:2]1[CH:7]=[C:6]([Cl:8])[CH:5]=[CH:4][C:3]=1C1N=C(CC)C(N[C@@H]2C3C(=CC=CC=3)C[C@@H]2O)=NC=1CC.Br[C:31]1[N:32]=[C:33]([CH2:52][CH3:53])[C:34]([NH:39][CH:40]2[C:49]3[C:44](=[C:45]([O:50][CH3:51])[CH:46]=[CH:47][CH:48]=3)[CH2:43][CH2:42][CH2:41]2)=[N:35][C:36]=1[CH2:37][CH3:38], predict the reaction product. The product is: [Cl:1][C:2]1[CH:7]=[C:6]([Cl:8])[CH:5]=[CH:4][C:3]=1[C:31]1[N:32]=[C:33]([CH2:52][CH3:53])[C:34]([NH:39][CH:40]2[C:49]3[C:44](=[C:45]([O:50][CH3:51])[CH:46]=[CH:47][CH:48]=3)[CH2:43][CH2:42][CH2:41]2)=[N:35][C:36]=1[CH2:37][CH3:38]. (4) Given the reactants [CH3:1][O:2][C:3](=[O:14])[CH:4](Br)[C:5]1[CH:10]=[CH:9][CH:8]=[C:7]([O:11][CH3:12])[CH:6]=1.[C:15]([O:19][C:20](=[O:25])[NH:21][CH2:22][CH2:23][NH2:24])([CH3:18])([CH3:17])[CH3:16].C([O-])([O-])=O.[K+].[K+], predict the reaction product. The product is: [CH3:1][O:2][C:3](=[O:14])[CH:4]([NH:24][CH2:23][CH2:22][NH:21][C:20]([O:19][C:15]([CH3:18])([CH3:17])[CH3:16])=[O:25])[C:5]1[CH:10]=[CH:9][CH:8]=[C:7]([O:11][CH3:12])[CH:6]=1. (5) Given the reactants [Cl:1][C:2]1[CH:17]=[CH:16][C:5]2[N:6]=[C:7]([NH:9][CH2:10][CH:11]3[CH2:15][CH2:14][NH:13][CH2:12]3)[O:8][C:4]=2[CH:3]=1.Cl.[CH3:19][O:20][C:21]1[CH:29]=[CH:28][CH:27]=[C:26]([O:30][CH3:31])[C:22]=1[C:23](Cl)=[O:24].CCN(CC)CC, predict the reaction product. The product is: [Cl:1][C:2]1[CH:17]=[CH:16][C:5]2[N:6]=[C:7]([NH:9][CH2:10][CH:11]3[CH2:15][CH2:14][N:13]([C:23]([C:22]4[C:26]([O:30][CH3:31])=[CH:27][CH:28]=[CH:29][C:21]=4[O:20][CH3:19])=[O:24])[CH2:12]3)[O:8][C:4]=2[CH:3]=1.